Dataset: Forward reaction prediction with 1.9M reactions from USPTO patents (1976-2016). Task: Predict the product of the given reaction. (1) The product is: [F:1][C:2]1([F:32])[CH2:5][CH:4]([CH:6]([NH:16][C:17]2[CH:18]=[N:19][C:20]([N:23]3[CH:27]=[C:26]([C:28]([F:30])([F:29])[F:31])[N:25]=[CH:24]3)=[CH:21][CH:22]=2)[C:7]2[CH:15]=[CH:14][C:10]([C:11]([NH:34][CH2:35][CH2:36][C:37]([O:39][CH2:40][CH3:41])=[O:38])=[O:13])=[CH:9][CH:8]=2)[CH2:3]1. Given the reactants [F:1][C:2]1([F:32])[CH2:5][CH:4]([CH:6]([NH:16][C:17]2[CH:18]=[N:19][C:20]([N:23]3[CH:27]=[C:26]([C:28]([F:31])([F:30])[F:29])[N:25]=[CH:24]3)=[CH:21][CH:22]=2)[C:7]2[CH:15]=[CH:14][C:10]([C:11]([OH:13])=O)=[CH:9][CH:8]=2)[CH2:3]1.Cl.[NH2:34][CH2:35][CH2:36][C:37]([O:39][CH2:40][CH3:41])=[O:38].F[P-](F)(F)(F)(F)F.N1(OC(N(C)C)=[N+](C)C)C2N=CC=CC=2N=N1.C(N(C(C)C)CC)(C)C, predict the reaction product. (2) Given the reactants [CH3:1][O:2][C:3]1[CH:4]=[C:5]2[CH2:14][CH:13]([CH2:15][CH:16]3[CH2:21][CH2:20][N:19]([CH2:22][C:23]4[CH:24]=[CH:25][CH:26]=[CH:27][CH:28]=4)[CH2:18][CH2:17]3)[C:11](=[O:12])[C:6]2=[CH:7][C:8]=1[O:9][CH3:10].[ClH:29].C(OC(C)C)(C)C, predict the reaction product. The product is: [CH3:1][O:2][C:3]1[CH:4]=[C:5]2[CH2:14][CH:13]([CH2:15][CH:16]3[CH2:17][CH2:18][N:19]([CH2:22][C:23]4[CH:28]=[CH:27][CH:26]=[CH:25][CH:24]=4)[CH2:20][CH2:21]3)[C:11](=[O:12])[C:6]2=[CH:7][C:8]=1[O:9][CH3:10].[ClH:29]. (3) Given the reactants [CH3:1][Si:2](Cl)([CH3:4])[CH3:3].[NH2:6][CH2:7][CH2:8][CH2:9][OH:10].CCN(CC)CC, predict the reaction product. The product is: [CH3:1][Si:2]([CH3:4])([CH3:3])[O:10][CH2:9][CH2:8][CH2:7][NH2:6]. (4) Given the reactants [Cl:1][C:2]1[CH:7]=[CH:6][CH:5]=[C:4]([Cl:8])[C:3]=1[C:9]1[C:13]([CH2:14][O:15][C:16]2[CH:17]=[CH:18][C:19]3[S:23][C:22]([C:24]4[CH:34]=[CH:33][C:27]([C:28]([O:30]CC)=[O:29])=[CH:26][CH:25]=4)=[CH:21][C:20]=3[CH:35]=2)=[C:12]([CH:36]([CH3:38])[CH3:37])[O:11][N:10]=1.[OH-].[Na+], predict the reaction product. The product is: [Cl:8][C:4]1[CH:5]=[CH:6][CH:7]=[C:2]([Cl:1])[C:3]=1[C:9]1[C:13]([CH2:14][O:15][C:16]2[CH:17]=[CH:18][C:19]3[S:23][C:22]([C:24]4[CH:25]=[CH:26][C:27]([C:28]([OH:30])=[O:29])=[CH:33][CH:34]=4)=[CH:21][C:20]=3[CH:35]=2)=[C:12]([CH:36]([CH3:38])[CH3:37])[O:11][N:10]=1.